This data is from Forward reaction prediction with 1.9M reactions from USPTO patents (1976-2016). The task is: Predict the product of the given reaction. (1) Given the reactants [CH3:1][CH:2]1[CH2:7][CH2:6][CH2:5][CH2:4][N:3]1[C:8]1[CH:16]=[CH:15][C:11]([C:12]([OH:14])=O)=[CH:10][C:9]=1[C:17]([F:20])([F:19])[F:18].O[N:22]=[C:23]([C:25]1[CH:33]=[CH:32][C:28]2[NH:29][CH:30]=[N:31][C:27]=2[CH:26]=1)[NH2:24], predict the reaction product. The product is: [CH3:1][CH:2]1[CH2:7][CH2:6][CH2:5][CH2:4][N:3]1[C:8]1[CH:16]=[CH:15][C:11]([C:12]2[O:14][N:22]=[C:23]([C:25]3[CH:33]=[CH:32][C:28]4[NH:29][CH:30]=[N:31][C:27]=4[CH:26]=3)[N:24]=2)=[CH:10][C:9]=1[C:17]([F:19])([F:18])[F:20]. (2) Given the reactants CO[C:3]([C:5]1[N:6]=[C:7]([C:23]([F:26])([F:25])[F:24])[C:8]2[C:13]([C:14]=1[OH:15])=[CH:12][CH:11]=[C:10]([O:16][C:17]1[CH:22]=[CH:21][CH:20]=[CH:19][CH:18]=1)[CH:9]=2)=[O:4].[NH2:27][CH2:28][CH2:29][C:30]([OH:32])=[O:31].C[O-].[Na+], predict the reaction product. The product is: [OH:15][C:14]1[C:13]2[C:8](=[CH:9][C:10]([O:16][C:17]3[CH:22]=[CH:21][CH:20]=[CH:19][CH:18]=3)=[CH:11][CH:12]=2)[C:7]([C:23]([F:25])([F:26])[F:24])=[N:6][C:5]=1[C:3]([NH:27][CH2:28][CH2:29][C:30]([OH:32])=[O:31])=[O:4]. (3) Given the reactants [CH2:1]([C:3]1[CH:8]=[C:7]([C:9]2[N:13]=[C:12]([C:14]3[CH:19]=[C:18]([CH3:20])[N:17]=[C:16]([CH2:21][CH:22]([CH3:24])[CH3:23])[CH:15]=3)[O:11][N:10]=2)[CH:6]=[C:5]([CH3:25])[C:4]=1[OH:26])[CH3:2].[CH3:27][C:28]1([CH3:40])[O:33][CH2:32][CH:31]([CH2:34]OS(C)(=O)=O)[CH2:30][O:29]1, predict the reaction product. The product is: [CH3:27][C:28]1([CH3:40])[O:33][CH2:32][CH:31]([CH2:34][O:26][C:4]2[C:5]([CH3:25])=[CH:6][C:7]([C:9]3[N:13]=[C:12]([C:14]4[CH:19]=[C:18]([CH3:20])[N:17]=[C:16]([CH2:21][CH:22]([CH3:23])[CH3:24])[CH:15]=4)[O:11][N:10]=3)=[CH:8][C:3]=2[CH2:1][CH3:2])[CH2:30][O:29]1. (4) Given the reactants [C:1]1([NH:7][C:8]([N:10]2[CH2:15][CH2:14][NH:13][CH2:12][CH2:11]2)=[O:9])[CH:6]=[CH:5][CH:4]=[CH:3][CH:2]=1.[C:16]1([CH2:22][CH:23]=O)[CH:21]=[CH:20][CH:19]=[CH:18][CH:17]=1, predict the reaction product. The product is: [C:1]1([NH:7][C:8]([N:10]2[CH2:15][CH2:14][N:13]([CH2:23][CH2:22][C:16]3[CH:21]=[CH:20][CH:19]=[CH:18][CH:17]=3)[CH2:12][CH2:11]2)=[O:9])[CH:6]=[CH:5][CH:4]=[CH:3][CH:2]=1. (5) Given the reactants [CH3:1][N:2]1CCOCC1.[Cl:8][C:9]1[CH:10]=[C:11]([CH:15]=[CH:16][C:17]=1[NH:18][C:19]1[CH2:23][CH2:22][C:21](=[O:24])[C:20]=1[CH3:25])[C:12](O)=[O:13].CN.CO, predict the reaction product. The product is: [Cl:8][C:9]1[CH:10]=[C:11]([CH:15]=[CH:16][C:17]=1[NH:18][C:19]1[CH2:23][CH2:22][C:21](=[O:24])[C:20]=1[CH3:25])[C:12]([NH:2][CH3:1])=[O:13]. (6) The product is: [CH3:19][C:14]1[CH:15]=[CH:16][CH:17]=[C:18]2[C:13]=1[CH:12]=[N:11][C:9]([OH:10])=[CH:8]2. Given the reactants S(=O)(=O)(O)O.CO[CH:8](OC)[C:9]([NH:11][CH2:12][C:13]1[CH:18]=[CH:17][CH:16]=[CH:15][C:14]=1[CH3:19])=[O:10].C([O-])(O)=O.[Na+], predict the reaction product. (7) Given the reactants [C:1]([OH:22])(=O)[CH2:2][CH2:3][CH2:4][CH2:5][CH2:6][CH2:7][CH2:8][CH2:9][CH2:10][CH:11]=[CH:12][CH2:13][CH:14]=[CH:15][CH2:16][CH2:17][CH2:18][CH2:19][CH3:20].C1C=[N:27]C2N(O)N=NC=2C=1.CCN(CC)CC.C(Cl)CCl, predict the reaction product. The product is: [C:1]([NH2:27])(=[O:22])[CH2:2][CH2:3][CH2:4][CH2:5][CH2:6][CH2:7][CH2:8][CH2:9][CH2:10][CH:11]=[CH:12][CH2:13][CH:14]=[CH:15][CH2:16][CH2:17][CH2:18][CH2:19][CH3:20]. (8) Given the reactants Cl[C:2]1[CH:3]=[CH:4][C:5]2[O:9][CH:8]=[N:7][C:6]=2[CH:10]=1.CC1(C)C(C)(C)[O:15][B:14](B2OC(C)(C)C(C)(C)O2)[O:13]1.C([O-])(=O)C.[K+].C(C1C=CC=C(C(C)C)C=1Cl=C1N=CC=N1)(C)C, predict the reaction product. The product is: [O:9]1[C:5]2[CH:4]=[CH:3][C:2]([B:14]([OH:15])[OH:13])=[CH:10][C:6]=2[N:7]=[CH:8]1. (9) Given the reactants [Br:1][C:2]1[C:7]([CH3:8])=[CH:6][C:5]([CH2:9][CH2:10]C(C)=C)=[CH:4][C:3]=1[CH3:14].C[N+]1([O-])[CH2:21][CH2:20][O:19]CC1.C[C:24](C)=[O:25], predict the reaction product. The product is: [Br:1][C:2]1[C:7]([CH3:8])=[CH:6][C:5]([CH2:9][CH2:10][C:20]([CH3:21])([OH:19])[CH2:24][OH:25])=[CH:4][C:3]=1[CH3:14]. (10) Given the reactants C[Si]([N-][Si](C)(C)C)(C)C.[Na+].[CH3:11][O:12][C:13]1[CH:18]=[CH:17][C:16]([C@H:19]([N:21]2[CH:29]([CH3:30])[C:28]3[C:23](=[CH:24][C:25]([C:31]4[CH:32]=[N:33][N:34]([CH:36]5[CH2:41][CH2:40][CH2:39][CH2:38][O:37]5)[CH:35]=4)=[CH:26][CH:27]=3)[C:22]2=[O:42])[CH3:20])=[CH:15][CH:14]=1.Cl[C:44]1[C:49]([F:50])=[C:48]([Cl:51])[N:47]=[CH:46][N:45]=1, predict the reaction product. The product is: [Cl:51][C:48]1[N:47]=[CH:46][N:45]=[C:44]([C:29]2([CH3:30])[C:28]3[C:23](=[CH:24][C:25]([C:31]4[CH:32]=[N:33][N:34]([CH:36]5[CH2:41][CH2:40][CH2:39][CH2:38][O:37]5)[CH:35]=4)=[CH:26][CH:27]=3)[C:22](=[O:42])[N:21]2[C@@H:19]([C:16]2[CH:15]=[CH:14][C:13]([O:12][CH3:11])=[CH:18][CH:17]=2)[CH3:20])[C:49]=1[F:50].